Dataset: Full USPTO retrosynthesis dataset with 1.9M reactions from patents (1976-2016). Task: Predict the reactants needed to synthesize the given product. (1) Given the product [C:1]([O:5][C:6]([N:8]1[CH2:12][CH2:11][CH2:10][CH:9]1[CH2:13][CH2:14][NH:16][CH:17]1[CH2:25][C:24]2[C:19](=[CH:20][CH:21]=[CH:22][CH:23]=2)[CH2:18]1)=[O:7])([CH3:4])([CH3:3])[CH3:2], predict the reactants needed to synthesize it. The reactants are: [C:1]([O:5][C:6]([N:8]1[CH2:12][CH2:11][CH2:10][CH:9]1[CH2:13][CH:14]=O)=[O:7])([CH3:4])([CH3:3])[CH3:2].[NH2:16][CH:17]1[CH2:25][C:24]2[C:19](=[CH:20][CH:21]=[CH:22][CH:23]=2)[CH2:18]1.C(O)(=O)C. (2) Given the product [F:60][CH2:12][CH2:13][CH:14]([OH:59])[CH2:15][N:16]([C:21]1[C:40]([C:41]2[CH:46]=[CH:45][C:44]([O:47][CH3:48])=[C:43]([C:49]3[O:50][C:51]4[CH:57]=[CH:56][CH:55]=[C:54]([F:58])[C:52]=4[N:53]=3)[CH:42]=2)=[CH:39][C:24]2[C:25]([C:35]([NH:36][CH3:37])=[O:38])=[C:26]([C:28]3[CH:33]=[CH:32][C:31]([F:34])=[CH:30][CH:29]=3)[O:27][C:23]=2[CH:22]=1)[S:17]([CH3:20])(=[O:19])=[O:18], predict the reactants needed to synthesize it. The reactants are: CC1C=CC(S(O[CH2:12][CH2:13][CH:14]([OH:59])[CH2:15][N:16]([C:21]2[C:40]([C:41]3[CH:46]=[CH:45][C:44]([O:47][CH3:48])=[C:43]([C:49]4[O:50][C:51]5[CH:57]=[CH:56][CH:55]=[C:54]([F:58])[C:52]=5[N:53]=4)[CH:42]=3)=[CH:39][C:24]3[C:25]([C:35](=[O:38])[NH:36][CH3:37])=[C:26]([C:28]4[CH:33]=[CH:32][C:31]([F:34])=[CH:30][CH:29]=4)[O:27][C:23]=3[CH:22]=2)[S:17]([CH3:20])(=[O:19])=[O:18])(=O)=O)=CC=1.[F-:60].[Cs+].O.